This data is from Full USPTO retrosynthesis dataset with 1.9M reactions from patents (1976-2016). The task is: Predict the reactants needed to synthesize the given product. (1) The reactants are: [N+:1]([C:4]1[S:8][C:7]([C:9]([OH:11])=O)=[CH:6][CH:5]=1)([O-:3])=[O:2].[NH2:12][C:13]1[CH:14]=[N:15][CH:16]=[CH:17][C:18]=1[OH:19].C([O-])([O-])=O.[Na+].[Na+]. Given the product [OH:19][C:18]1[CH:17]=[CH:16][N:15]=[CH:14][C:13]=1[NH:12][C:9]([C:7]1[S:8][C:4]([N+:1]([O-:3])=[O:2])=[CH:5][CH:6]=1)=[O:11], predict the reactants needed to synthesize it. (2) The reactants are: [H-].[H-].[H-].[H-].[Li+].[Al+3].C([O:9][C:10]([C:12]1[O:13][C:14]2[CH:20]=[C:19]([O:21][CH3:22])[CH:18]=[CH:17][C:15]=2[CH:16]=1)=O)C. Given the product [CH3:22][O:21][C:19]1[CH:18]=[CH:17][C:15]2[CH:16]=[C:12]([CH:10]=[O:9])[O:13][C:14]=2[CH:20]=1, predict the reactants needed to synthesize it. (3) Given the product [NH2:31][C@H:28]1[CH2:29][CH2:30][C@H:25]([NH:32][C:2]2[CH:7]=[C:6]([C:8]3[CH:13]=[CH:12][CH:11]=[C:10]([NH:14][CH2:15][C:16]4[CH:21]=[CH:20][CH:19]=[C:18]([F:22])[CH:17]=4)[N:9]=3)[C:5]([O:23][CH3:24])=[CH:4][N:3]=2)[CH2:26][CH2:27]1, predict the reactants needed to synthesize it. The reactants are: Cl[C:2]1[CH:7]=[C:6]([C:8]2[CH:13]=[CH:12][CH:11]=[C:10]([NH:14][CH2:15][C:16]3[CH:21]=[CH:20][CH:19]=[C:18]([F:22])[CH:17]=3)[N:9]=2)[C:5]([O:23][CH3:24])=[CH:4][N:3]=1.[C@H:25]1([NH2:32])[CH2:30][CH2:29][C@H:28]([NH2:31])[CH2:27][CH2:26]1.[OH-].[K+].